From a dataset of Full USPTO retrosynthesis dataset with 1.9M reactions from patents (1976-2016). Predict the reactants needed to synthesize the given product. (1) The reactants are: C([O:8][N:9]([CH2:12][C@@H:13]([CH2:17][CH:18]1[CH2:22][CH2:21][CH2:20][CH2:19]1)[C:14]([OH:16])=O)[CH:10]=[O:11])C1C=CC=CC=1.[NH:23]1[CH2:27][CH2:26][CH2:25][C@H:24]1[C:28]1[NH:40][C:31]2=[CH:32][C:33]3[O:34][CH2:35][CH2:36][O:37][C:38]=3[CH:39]=[C:30]2[N:29]=1. Given the product [CH:18]1([CH2:17][CH:13]([C:14]([N:23]2[CH2:27][CH2:26][CH2:25][CH:24]2[C:28]2[NH:29][C:30]3=[CH:39][C:38]4[O:37][CH2:36][CH2:35][O:34][C:33]=4[CH:32]=[C:31]3[N:40]=2)=[O:16])[CH2:12][N:9]([OH:8])[CH:10]=[O:11])[CH2:19][CH2:20][CH2:21][CH2:22]1, predict the reactants needed to synthesize it. (2) Given the product [N:8]([C@@H:19]([CH2:20][O:7][C:1]1[CH:6]=[CH:5][CH:4]=[CH:3][CH:2]=1)[C@@H:18]([NH2:25])[CH2:11][C:12]1[CH:17]=[CH:16][CH:15]=[CH:14][CH:13]=1)=[N+:9]=[N-:10], predict the reactants needed to synthesize it. The reactants are: [C:1]1([OH:7])[CH:6]=[CH:5][CH:4]=[CH:3][CH:2]=1.[NH:8]=[N+:9]=[N-:10].[CH2:11]([C@H:18]([NH:25]C(=O)OC(C)(C)C)[C@@H:19](O)[CH2:20]CCC)[C:12]1[CH:17]=[CH:16][CH:15]=[CH:14][CH:13]=1. (3) Given the product [NH:1]([C:191]([CH3:193])=[O:192])[C@H:2]([C:27]([NH:29][C@H:30]([C:35]([NH:37][C@H:38]([C:47]([NH:49][C@H:50]([C:55]([NH:57][C@H:58]([C:83]([NH:85][C@H:86]([C:91]([NH:93][C@H:94]([C:96]([NH:98][C@H:99]([C:104]([NH:106][C@H:107]([C:132]([NH:134][C@H:135]([C:140]([NH:142][C@H:143]([C:152]([NH:154][C@H:155]([C:160]([NH:162][C@H:163]([C:188]([NH2:190])=[O:189])[CH2:164][CH2:165][CH2:166][NH:167][C:168](=[NH:169])[NH2:187])=[O:161])[CH2:156][CH:157]([CH3:158])[CH3:159])=[O:153])[CH2:144][C:145](=[O:146])[OH:151])=[O:141])[CH2:136][CH:137]([CH3:138])[CH3:139])=[O:133])[CH2:108][CH2:109][CH2:110][NH:111][C:112](=[NH:113])[NH2:131])=[O:105])[CH2:100][CH:101]([CH3:103])[CH3:102])=[O:97])[CH3:95])=[O:92])[CH2:87][CH:88]([CH3:90])[CH3:89])=[O:84])[CH2:59][CH2:60][CH2:61][NH:62][C:63](=[NH:64])[NH2:82])=[O:56])[CH2:51][CH:52]([CH3:54])[CH3:53])=[O:48])[CH2:39][C:40](=[O:41])[OH:46])=[O:36])[CH2:31][CH:32]([CH3:33])[CH3:34])=[O:28])[CH2:3][CH2:4][CH2:5][NH:6][C:7](=[NH:8])[NH2:26], predict the reactants needed to synthesize it. The reactants are: [NH:1]([C:191]([CH3:193])=[O:192])[C@H:2]([C:27]([NH:29][C@H:30]([C:35]([NH:37][C@H:38]([C:47]([NH:49][C@H:50]([C:55]([NH:57][C@H:58]([C:83]([NH:85][C@H:86]([C:91]([NH:93][C@H:94]([C:96]([NH:98][C@H:99]([C:104]([NH:106][C@H:107]([C:132]([NH:134][C@H:135]([C:140]([NH:142][C@H:143]([C:152]([NH:154][C@H:155]([C:160]([NH:162][C@H:163]([C:188]([NH2:190])=[O:189])[CH2:164][CH2:165][CH2:166][NH:167][C:168](=[NH:187])[NH:169]S(C1C(C)=C2C(OC(C2)(C)C)=C(C)C=1C)(=O)=O)=[O:161])[CH2:156][CH:157]([CH3:159])[CH3:158])=[O:153])[CH2:144][C:145](=[O:151])[O:146]C(C)(C)C)=[O:141])[CH2:136][CH:137]([CH3:139])[CH3:138])=[O:133])[CH2:108][CH2:109][CH2:110][NH:111][C:112](=[NH:131])[NH:113]S(C1C(C)=C2C(OC(C2)(C)C)=C(C)C=1C)(=O)=O)=[O:105])[CH2:100][CH:101]([CH3:103])[CH3:102])=[O:97])[CH3:95])=[O:92])[CH2:87][CH:88]([CH3:90])[CH3:89])=[O:84])[CH2:59][CH2:60][CH2:61][NH:62][C:63](=[NH:82])[NH:64]S(C1C(C)=C2C(OC(C2)(C)C)=C(C)C=1C)(=O)=O)=[O:56])[CH2:51][CH:52]([CH3:54])[CH3:53])=[O:48])[CH2:39][C:40](=[O:46])[O:41]C(C)(C)C)=[O:36])[CH2:31][CH:32]([CH3:34])[CH3:33])=[O:28])[CH2:3][CH2:4][CH2:5][NH:6][C:7](=[NH:26])[NH:8]S(C1C(C)=C2C(OC(C2)(C)C)=C(C)C=1C)(=O)=O.C(O)(C(F)(F)F)=O.S(O)(C)(=O)=O.C([SiH](C(C)C)C(C)C)(C)C.